From a dataset of Reaction yield outcomes from USPTO patents with 853,638 reactions. Predict the reaction yield, written as a fraction of the theoretical maximum amount of product (1.0 means a 100% yield; for example, 0.34 means a 34% yield). (1) The reactants are N[C:2]1[CH:7]=[CH:6][CH:5]=[CH:4][C:3]=1O.[C:9](=[O:12])([O-])[O-].[K+].[K+].[CH3:15][N:16]([CH:18]=O)C. No catalyst specified. The product is [CH2:15]([NH:16][C:18]1[CH:4]=[CH:3][CH:2]=[CH:7][C:9]=1[OH:12])[C:2]1[CH:7]=[CH:6][CH:5]=[CH:4][CH:3]=1. The yield is 0.330. (2) The reactants are [CH3:1][S:2]([NH:5][C:6]1[CH:21]=[CH:20][C:9]2[NH:10][C:11]([CH2:16][C:17](O)=[O:18])=[CH:12][S:13](=[O:15])(=[O:14])[C:8]=2[CH:7]=1)(=[O:4])=[O:3].C(O[C:26]([C:28]1[N:29]([NH:33][CH2:34][CH2:35][C:36]([CH3:39])([CH3:38])[CH3:37])[CH:30]=[CH:31][CH:32]=1)=[O:27])C=C.[O-]CC.[Na+].C(O)C. The catalyst is ClCCl.CN(C)C=O. The product is [CH3:39][C:36]([CH3:37])([CH3:38])[CH2:35][CH2:34][N:33]1[C:17](=[O:18])[C:16]([C:11]2[NH:10][C:9]3[CH:20]=[CH:21][C:6]([NH:5][S:2]([CH3:1])(=[O:3])=[O:4])=[CH:7][C:8]=3[S:13](=[O:15])(=[O:14])[CH:12]=2)=[C:26]([OH:27])[C:28]2=[CH:32][CH:31]=[CH:30][N:29]12. The yield is 0.420. (3) The reactants are [Cl:1][C:2]1[CH:3]=[C:4]([NH:16][C:17]2[C:26]3[C:25]([OH:27])=[CH:24][CH:23]=[CH:22][C:21]=3[N:20]=[CH:19][N:18]=2)[CH:5]=[CH:6][C:7]=1[O:8][CH2:9][C:10]1[CH:15]=[CH:14][CH:13]=[CH:12][N:11]=1.C(=O)([O-])[O-].[Cs+].[Cs+].[H-].[Na+].Br[C:37]([CH3:42])([CH3:41])[C:38]([NH2:40])=[O:39].[Cl-].[NH4+]. The catalyst is O1CCOCC1. The product is [Cl:1][C:2]1[CH:3]=[C:4]([NH:16][C:17]2[C:26]3[C:21](=[CH:22][CH:23]=[CH:24][C:25]=3[O:27][C:37]([CH3:42])([CH3:41])[C:38]([NH2:40])=[O:39])[N:20]=[CH:19][N:18]=2)[CH:5]=[CH:6][C:7]=1[O:8][CH2:9][C:10]1[CH:15]=[CH:14][CH:13]=[CH:12][N:11]=1. The yield is 0.380. (4) The catalyst is ClCCl.CN(C)C1C=CN=CC=1.C(OCC)(=O)C. The product is [CH2:1]([O:8][NH:9][C@H:10]1[CH2:15][N:14]([C:16]([O:18][C:19]([CH3:20])([CH3:22])[CH3:21])=[O:17])[C@H:13]([C:23]([N:28]2[CH2:29][CH2:30][S:26][C:27]2=[S:31])=[O:25])[CH2:12][CH2:11]1)[C:2]1[CH:7]=[CH:6][CH:5]=[CH:4][CH:3]=1. The yield is 0.590. The reactants are [CH2:1]([O:8][NH:9][C@H:10]1[CH2:15][N:14]([C:16]([O:18][C:19]([CH3:22])([CH3:21])[CH3:20])=[O:17])[C@H:13]([C:23]([OH:25])=O)[CH2:12][CH2:11]1)[C:2]1[CH:7]=[CH:6][CH:5]=[CH:4][CH:3]=1.[S:26]1[CH2:30][CH2:29][NH:28][C:27]1=[S:31].Cl.C(N=C=NCCCN(C)C)C. (5) The reactants are [CH2:1]([O:4][C:5]1[CH:14]=[C:13]2[C:8]([CH2:9][CH2:10][N:11](C(OC(C)(C)C)=O)[CH2:12]2)=[CH:7][CH:6]=1)[CH2:2][CH3:3].[ClH:22]. No catalyst specified. The product is [ClH:22].[CH2:1]([O:4][C:5]1[CH:14]=[C:13]2[C:8]([CH2:9][CH2:10][NH:11][CH2:12]2)=[CH:7][CH:6]=1)[CH2:2][CH3:3]. The yield is 0.970. (6) The reactants are [CH3:1][C:2]1([CH3:34])[CH2:10][C:9]2[N:8]([C:11]3[CH:18]=[CH:17][C:14]([C:15]#[N:16])=[C:13]([NH:19][C:20]4[CH:25]=[C:24]([O:26][CH3:27])[C:23]([O:28][CH3:29])=[C:22]([O:30][CH3:31])[CH:21]=4)[CH:12]=3)[N:7]=[C:6]([CH3:32])[C:5]=2[C:4](=[O:33])[CH2:3]1.C([OH:37])C.CS(C)=O.[OH-].[Na+].OO. The catalyst is O. The product is [CH3:1][C:2]1([CH3:34])[CH2:10][C:9]2[N:8]([C:11]3[CH:18]=[CH:17][C:14]([C:15]([NH2:16])=[O:37])=[C:13]([NH:19][C:20]4[CH:25]=[C:24]([O:26][CH3:27])[C:23]([O:28][CH3:29])=[C:22]([O:30][CH3:31])[CH:21]=4)[CH:12]=3)[N:7]=[C:6]([CH3:32])[C:5]=2[C:4](=[O:33])[CH2:3]1. The yield is 0.990.